Dataset: Full USPTO retrosynthesis dataset with 1.9M reactions from patents (1976-2016). Task: Predict the reactants needed to synthesize the given product. (1) Given the product [Br:1][C:2]1[CH:7]=[C:6]([CH3:8])[C:5]([S:11]([Cl:10])(=[O:13])=[O:12])=[C:4]([CH3:9])[CH:3]=1, predict the reactants needed to synthesize it. The reactants are: [Br:1][C:2]1[CH:7]=[C:6]([CH3:8])[CH:5]=[C:4]([CH3:9])[CH:3]=1.[Cl:10][S:11](O)(=[O:13])=[O:12]. (2) Given the product [N+:1]([C:4]1[C:13]2[C:8](=[CH:9][CH:10]=[CH:11][CH:12]=2)[CH:7]=[CH:6][C:5]=1[NH:14][C:16]1[CH:17]=[C:18]([CH:21]=[CH:22][CH:23]=1)[C:19]#[N:20])([O-:3])=[O:2], predict the reactants needed to synthesize it. The reactants are: [N+:1]([C:4]1[C:13]2[C:8](=[CH:9][CH:10]=[CH:11][CH:12]=2)[CH:7]=[CH:6][C:5]=1[NH2:14])([O-:3])=[O:2].Br[C:16]1[CH:17]=[C:18]([CH:21]=[CH:22][CH:23]=1)[C:19]#[N:20].C(=O)([O-])[O-].[Cs+].[Cs+].C1(P(C2C=CC=CC=2)C2C=CC3C(=CC=CC=3)C=2C2C3C(=CC=CC=3)C=CC=2P(C2C=CC=CC=2)C2C=CC=CC=2)C=CC=CC=1.C(=O)(O)[O-].[Na+]. (3) The reactants are: CN(CCN(C)C)C.[CH2:9]=[CH:10][C:11]1[CH:16]=[CH:15][CH:14]=[CH:13][CH:12]=1.C([Li])CCC.[CH2:22]=[CH:23][C:24](=[CH2:26])[CH3:25]. Given the product [CH2:9]=[CH:10][C:11]1[CH:16]=[CH:15][CH:14]=[CH:13][CH:12]=1.[CH2:22]=[CH:23][C:24](=[CH2:25])[CH3:26].[CH2:9]=[CH:10][C:11]1[CH:16]=[CH:15][CH:14]=[CH:13][CH:12]=1, predict the reactants needed to synthesize it. (4) Given the product [NH2:1][C:2]1[N:7]=[CH:6][C:5]([C:8]([O:14][CH3:13])=[O:11])=[CH:4][C:3]=1[CH3:10], predict the reactants needed to synthesize it. The reactants are: [NH2:1][C:2]1[N:7]=[CH:6][C:5]([C:8]#N)=[CH:4][C:3]=1[CH3:10].[OH-:11].[Na+].[CH3:13][OH:14]. (5) Given the product [CH:30]([O:29][C:27]([N:20]1[C:21]2[C:17](=[CH:16][C:15]([C:3]([C:5]3[C:13]4[C:8](=[CH:9][CH:10]=[CH:11][CH:12]=4)[N:7]([CH3:14])[CH:6]=3)([OH:4])[C:2]([F:1])([F:24])[F:25])=[CH:23][CH:22]=2)[CH:18]=[N:19]1)=[O:28])([CH3:32])[CH3:31], predict the reactants needed to synthesize it. The reactants are: [F:1][C:2]([F:25])([F:24])[C:3]([C:15]1[CH:16]=[C:17]2[C:21](=[CH:22][CH:23]=1)[NH:20][N:19]=[CH:18]2)([C:5]1[C:13]2[C:8](=[CH:9][CH:10]=[CH:11][CH:12]=2)[N:7]([CH3:14])[CH:6]=1)[OH:4].Cl[C:27]([O:29][CH:30]([CH3:32])[CH3:31])=[O:28]. (6) Given the product [F:48][C:2]([F:1])([F:47])[C:3]1[CH:4]=[C:5]([C@H:13]2[O:17][C:16](=[O:18])[N:15]([CH2:19][C:20]3[CH:25]=[C:24]([O:26][C:27]([F:28])([F:29])[F:30])[CH:23]=[CH:22][C:21]=3[N:31]([CH2:35][C@H:36]3[CH2:37][CH2:38][C@H:39]([CH2:42][CH2:43][OH:44])[CH2:40][CH2:41]3)[CH2:32][CH2:33][CH3:34])[C@H:14]2[CH3:46])[CH:6]=[C:7]([C:9]([F:10])([F:12])[F:11])[CH:8]=1, predict the reactants needed to synthesize it. The reactants are: [F:1][C:2]([F:48])([F:47])[C:3]1[CH:4]=[C:5]([C@H:13]2[O:17][C:16](=[O:18])[N:15]([CH2:19][C:20]3[CH:25]=[C:24]([O:26][C:27]([F:30])([F:29])[F:28])[CH:23]=[CH:22][C:21]=3[N:31]([CH2:35][C@H:36]3[CH2:41][CH2:40][C@H:39]([CH2:42][C:43](O)=[O:44])[CH2:38][CH2:37]3)[CH2:32][CH2:33][CH3:34])[C@H:14]2[CH3:46])[CH:6]=[C:7]([C:9]([F:12])([F:11])[F:10])[CH:8]=1. (7) Given the product [CH2:13]([O:7][CH:6]([OH:10])[C:5]1[CH:8]=[CH:9][CH:2]=[CH:3][CH:4]=1)[CH2:14][CH2:15][CH2:16][CH2:17][CH2:18][CH2:19][CH2:20][CH:21]=[CH2:22], predict the reactants needed to synthesize it. The reactants are: O[C:2]1[CH:9]=[CH:8][C:5]([CH2:6][OH:7])=[CH:4][CH:3]=1.[OH-:10].[Na+].Br[CH2:13][CH2:14][CH2:15][CH2:16][CH2:17][CH2:18][CH2:19][CH2:20][CH:21]=[CH2:22]. (8) Given the product [CH2:1]([C:8]1[C:9]([O:18][C@@H:19]2[O:45][C@H:44]([CH2:46][O:47][C:48](=[O:53])[C:49]([CH3:50])([CH3:52])[CH3:51])[C@@H:36]([O:37][C:38](=[O:43])[C:39]([CH3:42])([CH3:41])[CH3:40])[C@H:28]([O:29][C:30](=[O:35])[C:31]([CH3:32])([CH3:34])[CH3:33])[C@H:20]2[O:21][C:22](=[O:27])[C:23]([CH3:26])([CH3:24])[CH3:25])=[N:10][NH:11][C:12]=1[CH:13]([CH3:15])[CH3:14])[C:2]1[CH:7]=[CH:6][CH:5]=[CH:4][CH:3]=1, predict the reactants needed to synthesize it. The reactants are: [CH2:1]([C:8]1[C:9]([O:18][C@@H:19]2[O:45][C@H:44]([CH2:46][O:47][C:48](=[O:53])[C:49]([CH3:52])([CH3:51])[CH3:50])[C@@H:36]([O:37][C:38](=[O:43])[C:39]([CH3:42])([CH3:41])[CH3:40])[C@H:28]([O:29][C:30](=[O:35])[C:31]([CH3:34])([CH3:33])[CH3:32])[C@H:20]2[O:21][C:22](=[O:27])[C:23]([CH3:26])([CH3:25])[CH3:24])=[N:10][N:11](C=O)[C:12]=1[CH:13]([CH3:15])[CH3:14])[C:2]1[CH:7]=[CH:6][CH:5]=[CH:4][CH:3]=1.C(=O)(O)[O-].[Na+].O. (9) Given the product [Br:1][C:2]1[C:7]([CH2:8][CH2:9][CH2:10][OH:11])=[C:6]([OH:12])[C:5]([Cl:20])=[C:4]([CH2:21][C:22]2[CH:23]=[CH:24][C:25]([O:28][CH3:29])=[CH:26][CH:27]=2)[CH:3]=1, predict the reactants needed to synthesize it. The reactants are: [Br:1][C:2]1[C:7]([CH2:8][CH2:9][CH2:10][OH:11])=[C:6]([O:12][Si](C(C)(C)C)(C)C)[C:5]([Cl:20])=[C:4]([CH2:21][C:22]2[CH:27]=[CH:26][C:25]([O:28][CH3:29])=[CH:24][CH:23]=2)[CH:3]=1.CCCC[N+](CCCC)(CCCC)CCCC.[F-]. (10) Given the product [CH2:1]([N:8]([CH2:21][C:22]1[CH:23]=[CH:24][C:25]([O:26][C:27]2[CH:28]=[CH:29][C:30]([CH2:33][CH2:34][CH2:35][C:36]([NH:41][C@@H:42]([C:51]([OH:53])=[O:52])[CH2:43][C:44]3[CH:45]=[CH:46][C:47]([OH:50])=[CH:48][CH:49]=3)=[O:37])=[CH:31][CH:32]=2)=[CH:39][CH:40]=1)[C:9]1[CH:14]=[CH:13][CH:12]=[C:11]([NH:15][S:16]([CH3:19])(=[O:17])=[O:18])[C:10]=1[CH3:20])[C:2]1[CH:3]=[CH:4][CH:5]=[CH:6][CH:7]=1, predict the reactants needed to synthesize it. The reactants are: [CH2:1]([N:8]([CH2:21][C:22]1[CH:40]=[CH:39][C:25]([O:26][C:27]2[CH:32]=[CH:31][C:30]([CH2:33][CH2:34][CH2:35][C:36](O)=[O:37])=[CH:29][CH:28]=2)=[CH:24][CH:23]=1)[C:9]1[CH:14]=[CH:13][CH:12]=[C:11]([NH:15][S:16]([CH3:19])(=[O:18])=[O:17])[C:10]=1[CH3:20])[C:2]1[CH:7]=[CH:6][CH:5]=[CH:4][CH:3]=1.[NH2:41][C@@H:42]([C:51]([O:53]C(C)(C)C)=[O:52])[CH2:43][C:44]1[CH:49]=[CH:48][C:47]([OH:50])=[CH:46][CH:45]=1.